From a dataset of Forward reaction prediction with 1.9M reactions from USPTO patents (1976-2016). Predict the product of the given reaction. (1) Given the reactants CS(O[CH2:6][CH2:7][C:8]1[CH:22]=[CH:21][C:11]([O:12][CH2:13][C:14]([O:16][C:17]([CH3:20])([CH3:19])[CH3:18])=[O:15])=[CH:10][CH:9]=1)(=O)=O.C(#N)C.[SH:26][C:27]1[CH:36]=[CH:35][CH:34]=[CH:33][C:28]=1[C:29]([O:31][CH3:32])=[O:30].C(=O)([O-])[O-].[K+].[K+], predict the reaction product. The product is: [C:17]([O:16][C:14](=[O:15])[CH2:13][O:12][C:11]1[CH:10]=[CH:9][C:8]([CH2:7][CH2:6][S:26][C:27]2[CH:36]=[CH:35][CH:34]=[CH:33][C:28]=2[C:29]([O:31][CH3:32])=[O:30])=[CH:22][CH:21]=1)([CH3:18])([CH3:19])[CH3:20]. (2) Given the reactants C([O:8][C:9]1[CH:14]=[CH:13][C:12]([N:15]([CH3:60])[C:16]([C:18]2[CH:19]=[C:20]([C:27]3[CH:28]=[C:29]4[C:33](=[CH:34][C:35]=3[C:36]([N:38]3[C@H:47]([CH3:48])[CH2:46][C:45]5[C:40](=[CH:41][CH:42]=[CH:43][CH:44]=5)[CH2:39]3)=[O:37])[CH2:32][N:31]([C:49](=[O:59])[CH:50]([CH2:52][C:53]3[CH:58]=[CH:57][CH:56]=[CH:55][CH:54]=3)[CH3:51])[CH2:30]4)[N:21]3[C:26]=2[CH2:25][CH2:24][CH2:23][CH2:22]3)=[O:17])=[CH:11][CH:10]=1)C1C=CC=CC=1, predict the reaction product. The product is: [CH2:52]([CH:50]([CH3:51])[C:49]([N:31]1[CH2:30][C:29]2[C:33](=[CH:34][C:35]([C:36]([N:38]3[C@H:47]([CH3:48])[CH2:46][C:45]4[C:40](=[CH:41][CH:42]=[CH:43][CH:44]=4)[CH2:39]3)=[O:37])=[C:27]([C:20]3[N:21]4[C:26]([CH2:25][CH2:24][CH2:23][CH2:22]4)=[C:18]([C:16]([N:15]([C:12]4[CH:11]=[CH:10][C:9]([OH:8])=[CH:14][CH:13]=4)[CH3:60])=[O:17])[CH:19]=3)[CH:28]=2)[CH2:32]1)=[O:59])[C:53]1[CH:58]=[CH:57][CH:56]=[CH:55][CH:54]=1. (3) Given the reactants C([C:3]1[CH:4]=[C:5]2[C:9](=[CH:10][CH:11]=1)[NH:8][CH:7]=[CH:6]2)=O.[C:23]([O:22][C:20](O[C:20]([O:22][C:23]([CH3:26])([CH3:25])[CH3:24])=[O:21])=[O:21])([CH3:26])([CH3:25])[CH3:24].[CH:27](OC)([O:30][CH3:31])[O:28][CH3:29], predict the reaction product. The product is: [C:23]([O:22][C:20]([N:8]1[C:9]2[C:5](=[C:4]([CH:27]([O:30][CH3:31])[O:28][CH3:29])[CH:3]=[CH:11][CH:10]=2)[CH:6]=[CH:7]1)=[O:21])([CH3:24])([CH3:25])[CH3:26].